This data is from Reaction yield outcomes from USPTO patents with 853,638 reactions. The task is: Predict the reaction yield, written as a fraction of the theoretical maximum amount of product (1.0 means a 100% yield; for example, 0.34 means a 34% yield). The reactants are [CH2:1]1[C@@H:9]([O:10][C:11]([C:13]2[CH:18]=[CH:17][C:16]([C:19]3[CH:24]=[CH:23][CH:22]=[CH:21][CH:20]=3)=[CH:15][CH:14]=2)=[O:12])[C@H:8]([CH2:25]O)[C@H:3]2[CH2:4][C:5]([O:7][C@@H:2]12)=[O:6].[Na+].[Br-].C([O-])(O)=O.[Na+].CC(O)C.[O-]Cl.[Na+].[C:41]1([CH2:47][CH2:48][C:49]([CH2:51]P(OC)(OC)=O)=[O:50])[CH:46]=[CH:45][CH:44]=[CH:43][CH:42]=1.[OH-].[Na+].C(O)(=O)CC(CC(O)=O)(C(O)=O)O. The catalyst is C(Cl)Cl.O.CC1(C)N([O])C(C)(C)CCC1. The product is [O:50]=[C:49]([CH2:48][CH2:47][C:41]1[CH:42]=[CH:43][CH:44]=[CH:45][CH:46]=1)/[CH:51]=[CH:25]/[C@@H:8]1[C@@H:3]2[C@@H:2]([O:7][C:5](=[O:6])[CH2:4]2)[CH2:1][C@H:9]1[O:10][C:11](=[O:12])[C:13]1[CH:18]=[CH:17][C:16]([C:19]2[CH:24]=[CH:23][CH:22]=[CH:21][CH:20]=2)=[CH:15][CH:14]=1. The yield is 0.840.